From a dataset of Catalyst prediction with 721,799 reactions and 888 catalyst types from USPTO. Predict which catalyst facilitates the given reaction. (1) The catalyst class is: 6. Product: [CH3:11][O:10][C:5]1[CH:4]=[C:3]2[C:2](=[CH:7][C:6]=1[O:8][CH3:9])[N:1]=[N:16][CH:13]=[C:12]2[OH:14]. Reactant: [NH2:1][C:2]1[CH:7]=[C:6]([O:8][CH3:9])[C:5]([O:10][CH3:11])=[CH:4][C:3]=1[C:12](=[O:14])[CH3:13].Cl.[N:16]([O-])=O.[Na+]. (2) Reactant: [Cl-].[NH4+].[CH:3]1[C:8]([CH:9]=[O:10])=[CH:7][CH:6]=[C:5]([CH:11]=O)[CH:4]=1.[CH3:13][N:14]1[C:18](=[O:19])[CH2:17][S:16][C:15]1=[S:20]. Product: [CH3:13][N:14]1[C:18](=[O:19])[C:17](=[CH:11][C:5]2[CH:4]=[CH:3][C:8]([CH:9]=[O:10])=[CH:7][CH:6]=2)[S:16][C:15]1=[S:20]. The catalyst class is: 15. (3) Reactant: [C:1]([C:5]1[CH:10]=[CH:9][C:8]([NH:11][C:12](=[O:34])[C:13]2[CH:18]=[CH:17][C:16]([C:19]3[C:24]([N:25](S(C)(=O)=O)[S:26]([CH3:29])(=[O:28])=[O:27])=[CH:23][CH:22]=[CH:21][N:20]=3)=[CH:15][CH:14]=2)=[CH:7][CH:6]=1)([CH3:4])([CH3:3])[CH3:2].C(NCC)C. Product: [C:1]([C:5]1[CH:10]=[CH:9][C:8]([NH:11][C:12](=[O:34])[C:13]2[CH:18]=[CH:17][C:16]([C:19]3[C:24]([NH:25][S:26]([CH3:29])(=[O:28])=[O:27])=[CH:23][CH:22]=[CH:21][N:20]=3)=[CH:15][CH:14]=2)=[CH:7][CH:6]=1)([CH3:4])([CH3:2])[CH3:3]. The catalyst class is: 61.